From a dataset of Full USPTO retrosynthesis dataset with 1.9M reactions from patents (1976-2016). Predict the reactants needed to synthesize the given product. (1) The reactants are: [Cl:1][C:2]1[CH:10]=[CH:9][C:8]([Cl:11])=[CH:7][C:3]=1[C:4](Cl)=[O:5].[N:12]1([CH2:17][CH2:18][CH2:19][S:20]([C:23]2[CH:28]=[CH:27][C:26]([NH:29][C:30]3[N:35]=[CH:34][C:33]([NH2:36])=[CH:32][N:31]=3)=[CH:25][CH:24]=2)(=[O:22])=[O:21])[CH2:16][CH2:15][CH2:14][CH2:13]1. Given the product [Cl:1][C:2]1[CH:10]=[CH:9][C:8]([Cl:11])=[CH:7][C:3]=1[C:4]([NH:36][C:33]1[CH:34]=[N:35][C:30]([NH:29][C:26]2[CH:27]=[CH:28][C:23]([S:20]([CH2:19][CH2:18][CH2:17][N:12]3[CH2:16][CH2:15][CH2:14][CH2:13]3)(=[O:21])=[O:22])=[CH:24][CH:25]=2)=[N:31][CH:32]=1)=[O:5], predict the reactants needed to synthesize it. (2) Given the product [C:14]1([C:13]2[NH:1][C:2]([C:6]3[N:7]=[CH:8][CH:9]=[CH:10][C:5]=3[C:4]([OH:22])=[O:11])=[N:3][CH:12]=2)[CH:19]=[CH:18][CH:17]=[CH:16][CH:15]=1, predict the reactants needed to synthesize it. The reactants are: [NH:1]=[C:2]1[C:6]2=[N:7][CH:8]=[CH:9][CH:10]=[C:5]2[C:4](=[O:11])[N:3]1[CH2:12][C:13](=O)[C:14]1[CH:19]=[CH:18][CH:17]=[CH:16][CH:15]=1.Cl.[OH-:22].[Na+]. (3) The reactants are: Cl[C:2]1[CH:3]=[C:4]([NH:11][C:12]2[N:17]=[CH:16][C:15]([N:18]3[CH2:23][CH2:22][N:21]([C:24](=[O:27])[CH2:25][OH:26])[CH2:20][CH2:19]3)=[CH:14][CH:13]=2)[C:5]2[N:6]([CH:8]=[CH:9][N:10]=2)[CH:7]=1.CC1(C)C(C)(C)OB([C:36]2[CH:37]=[C:38]3[NH:44][CH:43]=[CH:42][C:39]3=[N:40][CH:41]=2)O1.C(=O)([O-])[O-].[Na+].[Na+]. Given the product [NH:44]1[C:38]2[C:39](=[N:40][CH:41]=[C:36]([C:2]3[CH:3]=[C:4]([NH:11][C:12]4[N:17]=[CH:16][C:15]([N:18]5[CH2:23][CH2:22][N:21]([C:24](=[O:27])[CH2:25][OH:26])[CH2:20][CH2:19]5)=[CH:14][CH:13]=4)[C:5]4[N:6]([CH:8]=[CH:9][N:10]=4)[CH:7]=3)[CH:37]=2)[CH:42]=[CH:43]1, predict the reactants needed to synthesize it. (4) Given the product [Si:36]([O:35][CH2:34][C@@H:32]1[O:31][N:30]=[C:29]([C:26]2[CH:25]=[CH:24][C:23]([C:10]3[CH:11]=[CH:12][C:7]([N:6]4[CH2:5][C@H:4]([CH2:17][NH:18][C:19](=[O:21])[CH3:20])[O:3][C:2]4=[O:1])=[CH:8][CH:9]=3)=[CH:28][CH:27]=2)[CH2:33]1)([C:39]([CH3:42])([CH3:40])[CH3:41])([CH3:38])[CH3:37], predict the reactants needed to synthesize it. The reactants are: [O:1]=[C:2]1[N:6]([C:7]2[CH:12]=[CH:11][C:10]([Sn](C)(C)C)=[CH:9][CH:8]=2)[CH2:5][C@H:4]([CH2:17][NH:18][C:19](=[O:21])[CH3:20])[O:3]1.Br[C:23]1[CH:28]=[CH:27][C:26]([C:29]2[CH2:33][C@H:32]([CH2:34][O:35][Si:36]([C:39]([CH3:42])([CH3:41])[CH3:40])([CH3:38])[CH3:37])[O:31][N:30]=2)=[CH:25][CH:24]=1. (5) Given the product [CH3:41][O:42][C:43]1[CH:44]=[C:45]([Br:53])[CH:46]=[C:47]([O:51][CH3:52])[C:48]=1[O:49][CH3:50].[CH3:15][O:14][C:10]1[CH:9]=[C:5]([P:16](=[O:33])([O:25][CH2:26][C:27]2[CH:32]=[CH:31][CH:30]=[CH:29][CH:28]=2)[O:17][CH2:18][C:19]2[CH:24]=[CH:23][CH:22]=[CH:21][CH:20]=2)[CH:4]=[C:3]([O:2][CH3:1])[C:11]=1[O:12][CH3:13], predict the reactants needed to synthesize it. The reactants are: [CH3:1][O:2][C:3]1[CH:4]=[C:5]([CH:9]=[C:10]([O:14][CH3:15])[C:11]=1[O:12][CH3:13])C(O)=O.[P:16]([O-:33])([O:25][CH2:26][C:27]1[CH:32]=[CH:31][CH:30]=[CH:29][CH:28]=1)[O:17][CH2:18][C:19]1[CH:24]=[CH:23][CH:22]=[CH:21][CH:20]=1.C(N(CC)CC)C.[CH3:41][O:42][C:43]1[CH:44]=[C:45]([Br:53])[CH:46]=[C:47]([O:51][CH3:52])[C:48]=1[O:49][CH3:50]. (6) Given the product [CH3:1][C:2]1[CH:28]=[CH:27][C:5]([C:6]([C:8]2[CH:13]=[CH:12][CH:11]=[CH:10][C:9]=2[NH:14][C:15]2[C:20]([C:21]#[N:22])=[CH:19][N:18]=[C:17]([NH:34][C:33]3[CH:35]=[C:36]([O:40][CH3:41])[C:37]([O:38][CH3:39])=[C:31]([O:30][CH3:29])[CH:32]=3)[N:16]=2)=[O:7])=[CH:4][CH:3]=1, predict the reactants needed to synthesize it. The reactants are: [CH3:1][C:2]1[CH:28]=[CH:27][C:5]([C:6]([C:8]2[CH:13]=[CH:12][CH:11]=[CH:10][C:9]=2[NH:14][C:15]2[C:20]([C:21]#[N:22])=[CH:19][N:18]=[C:17](S(C)(=O)=O)[N:16]=2)=[O:7])=[CH:4][CH:3]=1.[CH3:29][O:30][C:31]1[CH:32]=[C:33]([CH:35]=[C:36]([O:40][CH3:41])[C:37]=1[O:38][CH3:39])[NH2:34].Cl.